Dataset: Full USPTO retrosynthesis dataset with 1.9M reactions from patents (1976-2016). Task: Predict the reactants needed to synthesize the given product. (1) Given the product [Cl:1][C:2]1[C:7]([C:8]2[N:12]=[C:11]([C:13]3[CH:18]=[CH:17][C:16]([O:19][CH2:33][C:34]([F:37])([F:36])[F:35])=[CH:15][CH:14]=3)[O:10][N:9]=2)=[CH:6][CH:5]=[CH:4][N:3]=1, predict the reactants needed to synthesize it. The reactants are: [Cl:1][C:2]1[C:7]([C:8]2[N:12]=[C:11]([C:13]3[CH:18]=[CH:17][C:16]([OH:19])=[CH:15][CH:14]=3)[O:10][N:9]=2)=[CH:6][CH:5]=[CH:4][N:3]=1.C(=O)([O-])[O-].[Cs+].[Cs+].FC(F)(F)S(OO[CH2:33][C:34]([F:37])([F:36])[F:35])(=O)=O. (2) Given the product [F:1][C:2]1[CH:3]=[CH:4][C:5]([C:8]2[C:13]([N:14]3[CH2:15][CH2:16][CH:17]([C:20]4[N:21]([CH3:36])[CH:22]=[C:23]([C:25]5[CH:30]=[CH:29][C:28]([F:31])=[C:27]([C:32]([F:33])([F:34])[F:35])[CH:26]=5)[N:24]=4)[CH2:18][CH2:19]3)=[N:12][CH:11]=[N:10][CH:9]=2)=[CH:6][CH:7]=1, predict the reactants needed to synthesize it. The reactants are: [F:1][C:2]1[CH:7]=[CH:6][C:5]([C:8]2[C:9](N)=[N:10][CH:11]=[N:12][C:13]=2[N:14]2[CH2:19][CH2:18][CH:17]([C:20]3[N:21]([CH3:36])[CH:22]=[C:23]([C:25]4[CH:30]=[CH:29][C:28]([F:31])=[C:27]([C:32]([F:35])([F:34])[F:33])[CH:26]=4)[N:24]=3)[CH2:16][CH2:15]2)=[CH:4][CH:3]=1.BrC1C(N2CCC(C3N(C)C=C(C4C=CC(F)=C(C(F)(F)F)C=4)N=3)CC2)=NC=NC=1. (3) The reactants are: Br[C:2]1[CH:3]=[C:4]([C:8]([C:10]2[C:14]3[CH:15]=[N:16][CH:17]=[CH:18][C:13]=3[N:12]([CH:19]([CH3:29])[CH2:20][O:21][Si:22]([C:25]([CH3:28])([CH3:27])[CH3:26])([CH3:24])[CH3:23])[CH:11]=2)=[O:9])[CH:5]=[N:6][CH:7]=1.CC(C1C=C(C(C)C)C(C2C(P(C(C)(C)C)C(C)(C)C)=CC=CC=2)=C(C(C)C)C=1)C.CC([O-])(C)C.[Na+].[C:66](=[NH:79])([C:73]1[CH:78]=[CH:77][CH:76]=[CH:75][CH:74]=1)[C:67]1[CH:72]=[CH:71][CH:70]=[CH:69][CH:68]=1. Given the product [Si:22]([O:21][CH2:20][C@@H:19]([N:12]1[C:13]2[CH:18]=[CH:17][N:16]=[CH:15][C:14]=2[C:10]([C:8]([C:4]2[CH:5]=[N:6][CH:7]=[C:2]([N:79]=[C:66]([C:67]3[CH:72]=[CH:71][CH:70]=[CH:69][CH:68]=3)[C:73]3[CH:78]=[CH:77][CH:76]=[CH:75][CH:74]=3)[CH:3]=2)=[O:9])=[CH:11]1)[CH3:29])([C:25]([CH3:28])([CH3:27])[CH3:26])([CH3:24])[CH3:23], predict the reactants needed to synthesize it. (4) Given the product [CH3:48][C:43]1[CH:44]=[CH:45][CH:46]=[CH:47][C:42]=1[C:22]1[CH:23]=[CH:24][CH:25]=[CH:26][CH:27]=1, predict the reactants needed to synthesize it. The reactants are: [F-].[Cs+].[C:22]1([B-]([C:22]2[CH:27]=[CH:26][CH:25]=[CH:24][CH:23]=2)([C:22]2[CH:27]=[CH:26][CH:25]=[CH:24][CH:23]=2)[C:22]2[CH:27]=[CH:26][CH:25]=[CH:24][CH:23]=2)[CH:27]=[CH:26][CH:25]=[CH:24][CH:23]=1.C([PH+](C(C)(C)C)C(C)(C)C)(C)(C)C.Cl[C:42]1[CH:47]=[CH:46][CH:45]=[CH:44][C:43]=1[CH3:48].C([Sn](CCCC)(CCCC)C1C=CC=CC=1)CCC.[Cl-].[Na+]. (5) Given the product [C:22]([O:21][C:19]([NH:18][C:15]1[CH:14]=[CH:13][C:12]([C@H:7]2[C@@H:6]([C:4]([O:3][CH2:1][CH3:2])=[O:5])[CH2:11][CH2:10][CH2:9][N:8]2[C:29](=[O:30])[C:28]2[C:32]([CH3:36])=[CH:33][CH:34]=[CH:35][C:27]=2[F:26])=[CH:17][CH:16]=1)=[O:20])([CH3:24])([CH3:23])[CH3:25], predict the reactants needed to synthesize it. The reactants are: [CH2:1]([O:3][C:4]([C@H:6]1[CH2:11][CH2:10][CH2:9][NH:8][C@H:7]1[C:12]1[CH:17]=[CH:16][C:15]([NH:18][C:19]([O:21][C:22]([CH3:25])([CH3:24])[CH3:23])=[O:20])=[CH:14][CH:13]=1)=[O:5])[CH3:2].[F:26][C:27]1[CH:35]=[CH:34][CH:33]=[C:32]([CH3:36])[C:28]=1[C:29](O)=[O:30].CCN(CC)CC.CN(C(ON1N=NC2C=CC=NC1=2)=[N+](C)C)C.F[P-](F)(F)(F)(F)F. (6) Given the product [C:53]([O:57][C:58]([N:60]1[CH2:65][CH2:64][CH:63]([C:66]2[CH:71]=[CH:70][C:69]([NH:72][C:17]([C:6]3[N:7]([CH2:9][O:10][CH2:11][CH2:12][Si:13]([CH3:14])([CH3:15])[CH3:16])[CH:8]=[C:4]([C:2]#[N:3])[N:5]=3)=[O:19])=[C:68]([C:73]3[CH2:78][CH2:77][CH2:76][CH2:75][CH:74]=3)[CH:67]=2)[CH2:62][CH2:61]1)=[O:59])([CH3:56])([CH3:54])[CH3:55], predict the reactants needed to synthesize it. The reactants are: [K+].[C:2]([C:4]1[N:5]=[C:6]([C:17]([O-:19])=O)[N:7]([CH2:9][O:10][CH2:11][CH2:12][Si:13]([CH3:16])([CH3:15])[CH3:14])[CH:8]=1)#[N:3].CCN(C(C)C)C(C)C.C1CN([P+](Br)(N2CCCC2)N2CCCC2)CC1.F[P-](F)(F)(F)(F)F.[C:53]([O:57][C:58]([N:60]1[CH2:65][CH2:64][CH:63]([C:66]2[CH:71]=[CH:70][C:69]([NH2:72])=[C:68]([C:73]3[CH2:78][CH2:77][CH2:76][CH2:75][CH:74]=3)[CH:67]=2)[CH2:62][CH2:61]1)=[O:59])([CH3:56])([CH3:55])[CH3:54].